Task: Regression. Given two drug SMILES strings and cell line genomic features, predict the synergy score measuring deviation from expected non-interaction effect.. Dataset: NCI-60 drug combinations with 297,098 pairs across 59 cell lines (1) Drug 1: B(C(CC(C)C)NC(=O)C(CC1=CC=CC=C1)NC(=O)C2=NC=CN=C2)(O)O. Drug 2: CC1C(C(CC(O1)OC2CC(CC3=C2C(=C4C(=C3O)C(=O)C5=C(C4=O)C(=CC=C5)OC)O)(C(=O)CO)O)N)O.Cl. Cell line: SNB-19. Synergy scores: CSS=39.1, Synergy_ZIP=-8.01, Synergy_Bliss=-11.5, Synergy_Loewe=-5.80, Synergy_HSA=-4.81. (2) Drug 1: CCC1=CC2CC(C3=C(CN(C2)C1)C4=CC=CC=C4N3)(C5=C(C=C6C(=C5)C78CCN9C7C(C=CC9)(C(C(C8N6C)(C(=O)OC)O)OC(=O)C)CC)OC)C(=O)OC.C(C(C(=O)O)O)(C(=O)O)O. Synergy scores: CSS=42.8, Synergy_ZIP=-13.8, Synergy_Bliss=-5.25, Synergy_Loewe=-1.67, Synergy_HSA=-1.43. Drug 2: CC1=C2C(C(=O)C3(C(CC4C(C3C(C(C2(C)C)(CC1OC(=O)C(C(C5=CC=CC=C5)NC(=O)OC(C)(C)C)O)O)OC(=O)C6=CC=CC=C6)(CO4)OC(=O)C)O)C)O. Cell line: IGROV1.